Dataset: Forward reaction prediction with 1.9M reactions from USPTO patents (1976-2016). Task: Predict the product of the given reaction. (1) Given the reactants CC1NN=C(N(C2C=CC=CC=2)C2C=NC=C(N)N=2)C=1.[CH3:21][C:22]1[N:26]=[N:25][C:24]([NH:34][C:35]2[CH:40]=[N:39][CH:38]=[C:37]([NH:41][C:42]3[CH:47]=[CH:46][CH:45]=[CH:44][CH:43]=3)[N:36]=2)(C(OC(C)(C)C)=O)[CH:23]=1.Cl, predict the reaction product. The product is: [CH3:21][C:22]1[NH:26][N:25]=[C:24]([NH:34][C:35]2[CH:40]=[N:39][CH:38]=[C:37]([NH:41][C:42]3[CH:43]=[CH:44][CH:45]=[CH:46][CH:47]=3)[N:36]=2)[CH:23]=1. (2) Given the reactants Cl[CH2:2][CH2:3][CH2:4][C:5]([O:7][C:8]([CH3:11])([CH3:10])[CH3:9])=[O:6].[CH2:12]([O:19][C:20](=[O:26])[CH2:21][CH2:22][C:23]([O-:25])=[O:24])[C:13]1[CH:18]=[CH:17][CH:16]=[CH:15][CH:14]=1.[Cs+], predict the reaction product. The product is: [C:23]([O:25][CH2:2][CH2:3][CH2:4][C:5]([O:7][C:8]([CH3:11])([CH3:10])[CH3:9])=[O:6])(=[O:24])[CH2:22][CH2:21][C:20]([O:19][CH2:12][C:13]1[CH:14]=[CH:15][CH:16]=[CH:17][CH:18]=1)=[O:26]. (3) Given the reactants [C:1]([O:5][C:6](=[O:30])[CH2:7][O:8][C:9]1[CH:14]=[CH:13][C:12]([C:15]#[N:16])=[CH:11][C:10]=1[C:17]#[C:18][C:19]1[CH:24]=[C:23]([S:25]([CH3:28])(=[O:27])=[O:26])[CH:22]=[CH:21][C:20]=1F)([CH3:4])([CH3:3])[CH3:2].C(OC(=O)COC1C=CC(C#N)=CC=1C#C)(C)(C)C.[Cl:50]C1C=CC(S(C)(=O)=O)=CC=1I, predict the reaction product. The product is: [C:1]([O:5][C:6](=[O:30])[CH2:7][O:8][C:9]1[CH:14]=[CH:13][C:12]([C:15]#[N:16])=[CH:11][C:10]=1[C:17]#[C:18][C:19]1[CH:24]=[C:23]([S:25]([CH3:28])(=[O:27])=[O:26])[CH:22]=[CH:21][C:20]=1[Cl:50])([CH3:4])([CH3:3])[CH3:2]. (4) The product is: [F:15][C:16]1[CH:22]=[CH:21][C:19]([NH:20][C:10](=[O:12])[CH:9]=[N:26][OH:27])=[CH:18][C:17]=1[CH3:23]. Given the reactants S([O-])([O-])(=O)=O.[Na+].[Na+].Cl[C:9](Cl)(Cl)[CH:10]([OH:12])O.[F:15][C:16]1[CH:22]=[CH:21][C:19]([NH2:20])=[CH:18][C:17]=1[CH3:23].Cl.Cl.[NH2:26][OH:27], predict the reaction product. (5) Given the reactants [F:1][C:2]1[CH:9]=[CH:8][C:7](I)=[CH:6][C:3]=1[C:4]#[N:5].C1(P(C2C=CC=CC=2)C2C=CC=CC=2)C=CC=CC=1.[C:30]([C:32]1([OH:52])[CH2:37][CH2:36][N:35]([C:38](=[O:51])[CH2:39][C:40]2[CH:45]=[CH:44][C:43]([N:46]3[CH:50]=[N:49][N:48]=[N:47]3)=[CH:42][CH:41]=2)[CH2:34][CH2:33]1)#[CH:31].[F-].C([N+](CCCC)(CCCC)CCCC)CCC, predict the reaction product. The product is: [F:1][C:2]1[CH:9]=[CH:8][C:7]([C:31]#[C:30][C:32]2([OH:52])[CH2:33][CH2:34][N:35]([C:38](=[O:51])[CH2:39][C:40]3[CH:45]=[CH:44][C:43]([N:46]4[CH:50]=[N:49][N:48]=[N:47]4)=[CH:42][CH:41]=3)[CH2:36][CH2:37]2)=[CH:6][C:3]=1[C:4]#[N:5]. (6) Given the reactants [C:1](Cl)(=[O:3])[CH3:2].[NH2:5][C:6]1[S:7][C:8]([S:11][CH2:12][C:13]([CH3:18])([CH3:17])[C:14](O)=[O:15])=[CH:9][N:10]=1, predict the reaction product. The product is: [CH2:1]([O:3][C:14](=[O:15])[C:13]([CH3:17])([CH3:18])[CH2:12][S:11][C:8]1[S:7][C:6]([NH2:5])=[N:10][CH:9]=1)[CH3:2]. (7) Given the reactants [OH:1][CH2:2][CH2:3][O:4][CH2:5][CH2:6][NH:7][C:8](=[O:14])[O:9][C:10]([CH3:13])([CH3:12])[CH3:11].[F:15][C:16]1[C:21]([F:22])=[C:20](O)[CH:19]=[CH:18][C:17]=1[CH2:24][N:25]1[C:34](=[O:35])[C:33]([C:36]([NH:38][C:39]2[CH:44]=[CH:43][C:42]([C:45]([F:48])([F:47])[F:46])=[CH:41][C:40]=2[C:49]2[CH:54]=[C:53]([C:55]([F:58])([F:57])[F:56])[N:52]=[CH:51][N:50]=2)=[O:37])=[C:32]([OH:59])[C:27]2([CH2:31][CH2:30][CH2:29][CH2:28]2)[N:26]1[CH3:60].CN(C(/N=N/C(N(C)C)=O)=O)C.C(P(CCCC)CCCC)CCC, predict the reaction product. The product is: [F:22][C:21]1[C:16]([F:15])=[C:17]([CH2:24][N:25]2[C:34](=[O:35])[C:33]([C:36](=[O:37])[NH:38][C:39]3[CH:44]=[CH:43][C:42]([C:45]([F:46])([F:47])[F:48])=[CH:41][C:40]=3[C:49]3[CH:54]=[C:53]([C:55]([F:56])([F:57])[F:58])[N:52]=[CH:51][N:50]=3)=[C:32]([OH:59])[C:27]3([CH2:31][CH2:30][CH2:29][CH2:28]3)[N:26]2[CH3:60])[CH:18]=[CH:19][C:20]=1[O:1][CH2:2][CH2:3][O:4][CH2:5][CH2:6][NH:7][C:8](=[O:14])[O:9][C:10]([CH3:11])([CH3:13])[CH3:12]. (8) Given the reactants Cl.O1CCOCC1.[CH2:8]([N:15]([CH:17]1[CH2:22][CH2:21][N:20](C(OC(C)(C)C)=O)[CH2:19][CH2:18]1)[CH3:16])[C:9]1[CH:14]=[CH:13][CH:12]=[CH:11][CH:10]=1, predict the reaction product. The product is: [CH2:8]([N:15]([CH3:16])[CH:17]1[CH2:22][CH2:21][NH:20][CH2:19][CH2:18]1)[C:9]1[CH:10]=[CH:11][CH:12]=[CH:13][CH:14]=1. (9) Given the reactants [F:1][C:2]1[CH:8]=[C:7]([I:9])[CH:6]=[CH:5][C:3]=1[NH2:4].C(N([CH2:15][CH3:16])CC)C.C([CH:19]([C:23](Cl)=[O:24])[C:20](Cl)=[O:21])C.CN(C=[O:30])C, predict the reaction product. The product is: [CH2:15]([O:30][C:23](=[O:24])[CH2:19][C:20]([NH:4][C:3]1[CH:5]=[CH:6][C:7]([I:9])=[CH:8][C:2]=1[F:1])=[O:21])[CH3:16].